This data is from Experimentally validated miRNA-target interactions with 360,000+ pairs, plus equal number of negative samples. The task is: Binary Classification. Given a miRNA mature sequence and a target amino acid sequence, predict their likelihood of interaction. (1) The miRNA is hsa-miR-331-5p with sequence CUAGGUAUGGUCCCAGGGAUCC. The protein sequence of the target gene is MAFTFAAFCYMLTLVLCASLIFFVIWHIIAFDELRTDFKNPIDQGNPARARERLKNIERICCLLRKLVVPEYSIHGLFCLMFLCAAEWVTLGLNIPLLFYHLWRYFHRPADGSEVMYDAVSIMNADILNYCQKESWCKLAFYLLSFFYYLYSMVYTLVSF. Result: 0 (no interaction). (2) The miRNA is hsa-miR-548o-5p with sequence AAAAGUAAUUGCGGUUUUUGCC. The protein sequence of the target gene is MAAATADPGAGNPQPGDSSGGGAGGGLPSPGEQELSRRLQRLYPAVNQQETPLPRSWSPKDKYNYIGLSQGNLRVHYKGHGKNHKDAASVRATHPIPAACGIYYFEVKIVSKGRDGYMGIGLSAQGVNMNRLPGWDKHSYGYHGDDGHSFCSSGTGQPYGPTFTTGDVIGCCVNLINGTCFYTKNGHSLGIAFTDLPANLYPTVGLQTPGEIVDANFGQQPFLFDIEDYMREWRAKVQGTVHCFPISARLGEWQAVLQNMVSSYLVHHGYCATATAFARMTETPIQEEQASIKNRQKIQK.... Result: 0 (no interaction).